This data is from Experimentally validated miRNA-target interactions with 360,000+ pairs, plus equal number of negative samples. The task is: Binary Classification. Given a miRNA mature sequence and a target amino acid sequence, predict their likelihood of interaction. (1) The miRNA is hsa-miR-519d-3p with sequence CAAAGUGCCUCCCUUUAGAGUG. The protein sequence of the target gene is MADAGEGEDEIQFLRTDDEVVLQCTATIHKEQQKLCLAAEGFGNRLCFLESTSNSKNVPPDLSICTFVLEQSLSVRALQEMLANTVEKSEGQVDVEKWKFMMKTAQGGGHRTLLYGHAILLRHSYSGMYLCCLSTSRSSTDKLAFDVGLQEDTTGEACWWTIHPASKQRSEGEKVRVGDDLILVSVSSERYLHLSYGNSSWHVDAAFQQTLWSVAPISSGSEAAQGYLIGGDVLRLLHGHMDECLTVPSGEHGEEQRRTVHYEGGAVSVHARSLWRLETLRVAWSGSHIRWGQPFRLRHV.... Result: 0 (no interaction). (2) The miRNA is cel-miR-237-5p with sequence UCCCUGAGAAUUCUCGAACAGCU. The protein sequence of the target gene is MFRSTRTTDQWRVGERLQCPAGHARAALARTADGGAVGPFKCVFVGEMAAQVGAVRVVRAVAAQEEPDKEGKEKPHVGVSPRGVKRQRRASSGGSQEKRGRPSQDPPLAPPHRRRRSRQHPGPLPPTNAAPTVPGPVEPLLLPPPPPPSLAPAGPTVAAPLPAPGTSALFTFSPLTVSAAGPKHKGHKERHKHHHHRGSDGDPGACVPGDLKHKDKQENGERSGGVPLIKAPKRETADENGKTQRADDFVLKKIKKKKKKKHREDMRGRRLKMYNKEVQTVCAGLTRISKEILTQGQLNS.... Result: 0 (no interaction). (3) The miRNA is hsa-miR-125b-5p with sequence UCCCUGAGACCCUAACUUGUGA. The protein sequence of the target gene is MDAILNYRSEDTEDYYTLLGCDELSSVEQILAEFKVRALECHPDKHPENPKAVETFQKLQKAKEILTNEESRARYDHWRRSQMSMPFQQWEALNDSVKTSMHWVVRGKKDLMLEESDKTHTTKMENEECNEQRERKKEELASTAEKTEQKEPKPLEKSVSPQNSDSSGFADVNGWHLRFRWSKDAPSELLRKFRNYEI. Result: 0 (no interaction). (4) The miRNA is cel-miR-85-3p with sequence UACAAAGUAUUUGAAAAGUCGUGC. The protein sequence of the target gene is MLAHTHRINKCLYGQNQMRNRHALLGALPPIFLLLLPLISCMKFDPERIAARLRIDEKWDQLDAFQSIKSRRGRQIQPKEISIQVTAPLFSSRLFDYGTTAGDEELPQALDVGKKLDLVHPISFFGSDYKTIYILSNGAVGFEASSRSYKSGILPSSTRFLAPFWNRNDLRNGGKVYYREVTKGRVLERGQSEIRYQYDKNVKVKSALIITWDKMQPLNTAALPEENTNTFQAAIFITANGTFANFIYSNIGWTQGAEAGFNAGDATNHFKLPTSGTPNIMYLEEYGNTGIPGEWMFELS.... Result: 1 (interaction). (5) The miRNA is hsa-miR-671-3p with sequence UCCGGUUCUCAGGGCUCCACC. The protein sequence of the target gene is MSRHEGVSCDACLKGNFRGRRYKCLICYDYDLCASCYESGATTTRHTTDHPMQCILTRVDFDLYYGGEAFSVEQPQSFTCPYCGKMGYTETSLQEHVTSEHAETSTEVICPICAALPGGDPNHVTDDFAAHLTLEHRAPRDLDESSGVRHVRRMFHPGRGLGGPRARRSNMHFTSSSTGGLSSSQSSYSPSNREAMDPIAELLSQLSGVRRSAGGQLNSSGPSASQLQQLQMQLQLERQHAQAARQQLETARNATRRTNTSSVTTTITQSTATTNIANTESSQQTLQNSQFLLTRLNDPK.... Result: 0 (no interaction). (6) The miRNA is hsa-miR-6509-5p with sequence AUUAGGUAGUGGCAGUGGAAC. The protein sequence of the target gene is MQAEAADWFSSMPFQKHVYYPLASGPEGPDVAVAAAAAGAASMACAPPSAASGPLPFFQFRPRLESVDWRRLSAIDVDKVAGAVDVLTLQENIMNITFCKLEDEKCPHCQSGVDPVLLKLIRLAQFTIEYLLHSQEFLTSQLHTLEERLRLSHCDGEQSKKLLTKQAGEIKTLKEECKRRKKMISTQQLMIEAKANYYQCHFCDKAFMNQAFLQSHIQRRHTEENSHFEYQKNAQIEKLRSEIVVLKEELQLTRSELEAAHHASAVRFSKEYEMQKTKEEDFLKLFDRWKEEEKEKLVDE.... Result: 0 (no interaction). (7) The miRNA is hsa-miR-7108-3p with sequence ACCCGCCCGUCUCCCCACAG. The protein sequence of the target gene is MVKETQYYDILGVKPSASPEEIKKAYRKLALKYHPDKNPDEGEKFKLISQAYEVLSDPKKRDIYDQGGEQAIKEGGSGSPSFSSPMDIFDMFFGGGGRMTRERRGKNVVHQLSVTLEDLYNGITKKLALQKNVICEKCEGIGGKKGSVEKCPLCKGRGMQVHIQQIGPGMVQQIQTVCIECKGQGERINPKDRCENCSGAKVTREKKIIEVHVEKGMKDGQKILFHGEGDQEPELDPGDVIIVLDQKDHSVFQRRGQDLIMKMKIQLSEALCGFKKTIKTLDDRVLVISSKSGEVIKHGD.... Result: 0 (no interaction).